This data is from NCI-60 drug combinations with 297,098 pairs across 59 cell lines. The task is: Regression. Given two drug SMILES strings and cell line genomic features, predict the synergy score measuring deviation from expected non-interaction effect. (1) Drug 1: CC12CCC(CC1=CCC3C2CCC4(C3CC=C4C5=CN=CC=C5)C)O. Drug 2: COC1=NC(=NC2=C1N=CN2C3C(C(C(O3)CO)O)O)N. Cell line: PC-3. Synergy scores: CSS=0.811, Synergy_ZIP=-0.474, Synergy_Bliss=-1.89, Synergy_Loewe=-5.42, Synergy_HSA=-2.77. (2) Drug 1: CN1CCC(CC1)COC2=C(C=C3C(=C2)N=CN=C3NC4=C(C=C(C=C4)Br)F)OC. Drug 2: C1CC(=O)NC(=O)C1N2CC3=C(C2=O)C=CC=C3N. Cell line: HT29. Synergy scores: CSS=6.98, Synergy_ZIP=-1.82, Synergy_Bliss=-0.547, Synergy_Loewe=-3.60, Synergy_HSA=-1.58. (3) Drug 1: COC1=C(C=C2C(=C1)N=CN=C2NC3=CC(=C(C=C3)F)Cl)OCCCN4CCOCC4. Drug 2: COCCOC1=C(C=C2C(=C1)C(=NC=N2)NC3=CC=CC(=C3)C#C)OCCOC.Cl. Cell line: SF-295. Synergy scores: CSS=5.01, Synergy_ZIP=-1.74, Synergy_Bliss=1.03, Synergy_Loewe=1.07, Synergy_HSA=1.46. (4) Drug 1: CC1C(C(CC(O1)OC2CC(OC(C2O)C)OC3=CC4=CC5=C(C(=O)C(C(C5)C(C(=O)C(C(C)O)O)OC)OC6CC(C(C(O6)C)O)OC7CC(C(C(O7)C)O)OC8CC(C(C(O8)C)O)(C)O)C(=C4C(=C3C)O)O)O)O. Drug 2: CCC1(C2=C(COC1=O)C(=O)N3CC4=CC5=C(C=CC(=C5CN(C)C)O)N=C4C3=C2)O.Cl. Cell line: SR. Synergy scores: CSS=71.5, Synergy_ZIP=-2.41, Synergy_Bliss=-2.89, Synergy_Loewe=-2.46, Synergy_HSA=-0.388. (5) Drug 1: CCCS(=O)(=O)NC1=C(C(=C(C=C1)F)C(=O)C2=CNC3=C2C=C(C=N3)C4=CC=C(C=C4)Cl)F. Drug 2: CC12CCC(CC1=CCC3C2CCC4(C3CC=C4C5=CN=CC=C5)C)O. Cell line: MDA-MB-231. Synergy scores: CSS=7.70, Synergy_ZIP=2.88, Synergy_Bliss=3.10, Synergy_Loewe=-0.403, Synergy_HSA=1.05. (6) Drug 1: CC1C(C(=O)NC(C(=O)N2CCCC2C(=O)N(CC(=O)N(C(C(=O)O1)C(C)C)C)C)C(C)C)NC(=O)C3=C4C(=C(C=C3)C)OC5=C(C(=O)C(=C(C5=N4)C(=O)NC6C(OC(=O)C(N(C(=O)CN(C(=O)C7CCCN7C(=O)C(NC6=O)C(C)C)C)C)C(C)C)C)N)C. Drug 2: CC1=C(C(=O)C2=C(C1=O)N3CC4C(C3(C2COC(=O)N)OC)N4)N. Cell line: OVCAR-5. Synergy scores: CSS=36.6, Synergy_ZIP=-4.56, Synergy_Bliss=-3.34, Synergy_Loewe=-1.01, Synergy_HSA=2.24. (7) Drug 1: CCC(=C(C1=CC=CC=C1)C2=CC=C(C=C2)OCCN(C)C)C3=CC=CC=C3.C(C(=O)O)C(CC(=O)O)(C(=O)O)O. Drug 2: C(CN)CNCCSP(=O)(O)O. Cell line: CAKI-1. Synergy scores: CSS=4.19, Synergy_ZIP=0.404, Synergy_Bliss=6.79, Synergy_Loewe=-0.00598, Synergy_HSA=1.71.